From a dataset of Forward reaction prediction with 1.9M reactions from USPTO patents (1976-2016). Predict the product of the given reaction. (1) Given the reactants [CH3:1][S:2]([O:5][C:6]1[CH:7]=[CH:8][C:9]([NH2:16])=[C:10]([CH:15]=1)[O:11][CH2:12][CH2:13]Br)(=[O:4])=[O:3].C([O-])([O-])=O.[K+].[K+], predict the reaction product. The product is: [CH3:1][S:2]([O:5][C:6]1[CH:7]=[CH:8][C:9]2[NH:16][CH2:13][CH2:12][O:11][C:10]=2[CH:15]=1)(=[O:4])=[O:3]. (2) Given the reactants [F:1][C:2]([F:25])([C:21]([F:24])([F:23])[F:22])[C:3](=O)[CH:4]=[CH:5][C:6]1[CH:7]=[C:8]([C:12]2[CH:17]=[CH:16][C:15]([S:18][CH3:19])=[CH:14][CH:13]=2)[CH:9]=[CH:10][CH:11]=1.Cl.[Cl:27][C:28]1[CH:33]=[C:32]([Cl:34])[CH:31]=[CH:30][C:29]=1[NH:35][NH2:36].Cl, predict the reaction product. The product is: [Cl:27][C:28]1[CH:33]=[C:32]([Cl:34])[CH:31]=[CH:30][C:29]=1[N:35]1[CH:5]([C:6]2[CH:7]=[C:8]([C:12]3[CH:17]=[CH:16][C:15]([S:18][CH3:19])=[CH:14][CH:13]=3)[CH:9]=[CH:10][CH:11]=2)[CH2:4][C:3]([C:2]([F:25])([F:1])[C:21]([F:24])([F:23])[F:22])=[N:36]1. (3) The product is: [CH3:50][CH2:49][CH2:48][CH2:47][CH2:46][CH2:45][CH2:44][CH2:43][CH2:42][CH2:41][CH2:40][CH2:39][CH2:38][CH2:37][CH2:36][CH2:35][O:54][P:19]([O:18][CH2:17][CH2:23][N+:24]([CH3:27])([CH3:26])[CH3:25])([O-:21])=[O:20]. Given the reactants C([CH:17]([CH2:23][N+:24]([CH3:27])([CH3:26])[CH3:25])[O:18][P:19](O)([OH:21])=[O:20])CCCCCCCCCCCCCCC.P([O-])([O-])([O-])=O.[Ca+2].[Ca+2].[C:35]([O-:54])(=O)[CH2:36][CH2:37][CH2:38][CH2:39][CH2:40][CH2:41][CH2:42][CH2:43][CH2:44][CH2:45][CH2:46][CH2:47][CH2:48][CH2:49][CH2:50]CC.[Mg+2].[C:35]([O-:54])(=O)[CH2:36][CH2:37][CH2:38][CH2:39][CH2:40][CH2:41][CH2:42][CH2:43][CH2:44][CH2:45][CH2:46][CH2:47][CH2:48][CH2:49][CH2:50]CC, predict the reaction product. (4) Given the reactants [O:1]([C:8]1[CH:13]=[CH:12][C:11]([C@H:14]2[CH2:39][O:38][C:17]3=[CH:18][C:19]4[CH2:20][C@@H:21]([C:35](O)=[O:36])[N:22]([C@H:26]([C:29]5[CH:34]=[CH:33][CH:32]=[CH:31][CH:30]=5)[CH2:27][CH3:28])[CH2:23][C:24]=4[CH:25]=[C:16]3[O:15]2)=[CH:10][CH:9]=1)[C:2]1[CH:7]=[CH:6][CH:5]=[CH:4][CH:3]=1.Cl.Cl.C[O:43][C:44](=[O:62])[C@@H:45]([NH2:61])[CH2:46][C:47]1[CH:52]=[CH:51][C:50]([C:53]2[CH:58]=[CH:57][N:56]=[C:55]([CH3:59])[C:54]=2[CH3:60])=[CH:49][CH:48]=1.C1C=CC2N(O)N=NC=2C=1.CN1CCOCC1, predict the reaction product. The product is: [CH3:59][C:55]1[C:54]([CH3:60])=[C:53]([C:50]2[CH:51]=[CH:52][C:47]([CH2:46][C@H:45]([NH:61][C:35]([C@@H:21]3[CH2:20][C:19]4[CH:18]=[C:17]5[O:38][CH2:39][C@H:14]([C:11]6[CH:10]=[CH:9][C:8]([O:1][C:2]7[CH:7]=[CH:6][CH:5]=[CH:4][CH:3]=7)=[CH:13][CH:12]=6)[O:15][C:16]5=[CH:25][C:24]=4[CH2:23][N:22]3[C@H:26]([C:29]3[CH:30]=[CH:31][CH:32]=[CH:33][CH:34]=3)[CH2:27][CH3:28])=[O:36])[C:44]([OH:43])=[O:62])=[CH:48][CH:49]=2)[CH:58]=[CH:57][N:56]=1. (5) Given the reactants C(N(CC)CC)C.CN(C(ON1N=NC2C=CC=CC1=2)=[N+](C)C)C.[B-](F)(F)(F)F.[CH3:30][C:31]1[C:35]([C:36]([OH:38])=O)=[CH:34][O:33][N:32]=1.[CH3:39][O:40][C:41]1[CH:61]=[CH:60][C:44]([O:45][C:46]2[CH:59]=[CH:58][C:49]([CH2:50][NH:51][C:52]([C:54]3([NH2:57])[CH2:56][CH2:55]3)=[O:53])=[CH:48][CH:47]=2)=[C:43]([C:62]([F:65])([F:64])[F:63])[CH:42]=1, predict the reaction product. The product is: [CH3:39][O:40][C:41]1[CH:61]=[CH:60][C:44]([O:45][C:46]2[CH:59]=[CH:58][C:49]([CH2:50][NH:51][C:52]([C:54]3([NH:57][C:36]([C:35]4[C:31]([CH3:30])=[N:32][O:33][CH:34]=4)=[O:38])[CH2:55][CH2:56]3)=[O:53])=[CH:48][CH:47]=2)=[C:43]([C:62]([F:63])([F:64])[F:65])[CH:42]=1. (6) Given the reactants [CH:1]1([C:4]2[O:8][N:7]=[C:6]([C:9]([OH:11])=O)[CH:5]=2)[CH2:3][CH2:2]1.Cl.[CH3:13][NH:14][O:15][CH3:16].Cl.CN(C)CCCN=C=NCC, predict the reaction product. The product is: [CH3:16][O:15][N:14]([CH3:13])[C:9]([C:6]1[CH:5]=[C:4]([CH:1]2[CH2:2][CH2:3]2)[O:8][N:7]=1)=[O:11]. (7) Given the reactants [C:1]([OH:8])(=[O:7])[CH2:2][CH2:3][C:4]([OH:6])=[O:5].[F:9][C:10]1[C:11]([CH2:32][NH:33][CH3:34])=[CH:12][N:13]([S:22]([C:25]2[CH:26]=[N:27][CH:28]=[C:29]([F:31])[CH:30]=2)(=[O:24])=[O:23])[C:14]=1[C:15]1[C:16]([F:21])=[N:17][CH:18]=[CH:19][CH:20]=1, predict the reaction product. The product is: [C:1]([OH:8])(=[O:7])[CH2:2][CH2:3][C:4]([OH:6])=[O:5].[F:9][C:10]1[C:11]([CH2:32][NH:33][CH3:34])=[CH:12][N:13]([S:22]([C:25]2[CH:26]=[N:27][CH:28]=[C:29]([F:31])[CH:30]=2)(=[O:23])=[O:24])[C:14]=1[C:15]1[C:16]([F:21])=[N:17][CH:18]=[CH:19][CH:20]=1. (8) The product is: [CH2:1]([O:3][C:4]([C@:6]1([NH2:29])[C@H:11]([O:12][CH2:13][C:14]2[CH:19]=[CH:18][CH:17]=[C:16]([NH2:20])[CH:15]=2)[CH2:10][C@@H:9]2[C@H:7]1[C@@:8]2([F:28])[C:23]([O:25][CH2:26][CH3:27])=[O:24])=[O:5])[CH3:2]. Given the reactants [CH2:1]([O:3][C:4]([C@:6]1([NH2:29])[C@H:11]([O:12][CH2:13][C:14]2[CH:19]=[CH:18][CH:17]=[C:16]([N+:20]([O-])=O)[CH:15]=2)[CH2:10][C@@H:9]2[C@H:7]1[C@@:8]2([F:28])[C:23]([O:25][CH2:26][CH3:27])=[O:24])=[O:5])[CH3:2], predict the reaction product.